Dataset: Reaction yield outcomes from USPTO patents with 853,638 reactions. Task: Predict the reaction yield, written as a fraction of the theoretical maximum amount of product (1.0 means a 100% yield; for example, 0.34 means a 34% yield). (1) The reactants are [N:1]1([C:7]2[CH:28]=[CH:27][C:10]([NH:11][C:12]3[N:17]=[C:16]([C:18]4[N:22]([CH:23]([CH3:25])[CH3:24])[C:21]([CH3:26])=[N:20][CH:19]=4)[CH:15]=[CH:14][N:13]=3)=[CH:9][CH:8]=2)[CH2:6][CH2:5][NH:4][CH2:3][CH2:2]1.C(N(CC)CC)C.[C:36]([O:39][CH2:40][C:41](Cl)=[O:42])(=[O:38])[CH3:37]. The catalyst is C(Cl)Cl.[Cl-].[Na+].O. The product is [C:36]([O:39][CH2:40][C:41]([N:4]1[CH2:5][CH2:6][N:1]([C:7]2[CH:28]=[CH:27][C:10]([NH:11][C:12]3[N:17]=[C:16]([C:18]4[N:22]([CH:23]([CH3:25])[CH3:24])[C:21]([CH3:26])=[N:20][CH:19]=4)[CH:15]=[CH:14][N:13]=3)=[CH:9][CH:8]=2)[CH2:2][CH2:3]1)=[O:42])(=[O:38])[CH3:37]. The yield is 1.00. (2) The reactants are [NH2:1][C:2]1[S:3][CH:4]=[N:5][N:6]=1.[CH3:7][O:8][C:9]1[CH:16]=[C:15]([O:17][CH3:18])[CH:14]=[CH:13][C:10]=1[CH:11]=O.C(O[BH-](OC(=O)C)OC(=O)C)(=O)C.[Na+]. The catalyst is ClCCl.Cl[Ti](OC(C)C)(OC(C)C)OC(C)C. The product is [CH3:7][O:8][C:9]1[CH:16]=[C:15]([O:17][CH3:18])[CH:14]=[CH:13][C:10]=1[CH2:11][NH:1][C:2]1[S:3][CH:4]=[N:5][N:6]=1. The yield is 0.450. (3) The reactants are [C:1]([C:4]1[C:5]2[O:14][C:13]([C:15]3[CH:20]=[CH:19][C:18]([C:21]4([NH:25]C(=O)OC(C)(C)C)[CH2:24][CH2:23][CH2:22]4)=[CH:17][CH:16]=3)=[C:12]([C:33]3[CH:38]=[CH:37][CH:36]=[CH:35][CH:34]=3)[C:6]=2[C:7](=[O:11])[N:8]([CH3:10])[CH:9]=1)(=[O:3])[NH2:2].C(OC(NC1(C2C=CC(C3OC4C(C(OC)=O)=CN(C)C(=O)C=4C=3C3C=CC=CC=3)=CC=2)CCC1)=O)(C)(C)C.C(O)(C(F)(F)F)=O. The catalyst is C(Cl)Cl.C([O-])([O-])=O.[Na+].[Na+]. The product is [NH2:25][C:21]1([C:18]2[CH:19]=[CH:20][C:15]([C:13]3[O:14][C:5]4[C:4]([C:1]([NH2:2])=[O:3])=[CH:9][N:8]([CH3:10])[C:7](=[O:11])[C:6]=4[C:12]=3[C:33]3[CH:34]=[CH:35][CH:36]=[CH:37][CH:38]=3)=[CH:16][CH:17]=2)[CH2:22][CH2:23][CH2:24]1. The yield is 0.310. (4) The reactants are C(OC([N:8]1[CH2:13][CH2:12][CH2:11][CH:10]([NH:14][CH2:15][C:16]([CH3:26])=[CH:17][C:18]2[CH:23]=[CH:22][C:21]([F:24])=[CH:20][C:19]=2[F:25])[CH2:9]1)=O)(C)(C)C.[CH3:27][O:28][C:29]1[CH:30]=[C:31]([CH:35]=[C:36]([O:40][CH3:41])[C:37]=1[O:38][CH3:39])[C:32](O)=[O:33].S(Cl)(Cl)=O.Cl. The catalyst is O1CCOCC1.C(N(CC)CC)C. The product is [F:25][C:19]1[CH:20]=[C:21]([F:24])[CH:22]=[CH:23][C:18]=1[CH:17]=[C:16]([CH3:26])[CH2:15][N:14]([CH:10]1[CH2:11][CH2:12][CH2:13][NH:8][CH2:9]1)[C:32](=[O:33])[C:31]1[CH:30]=[C:29]([O:28][CH3:27])[C:37]([O:38][CH3:39])=[C:36]([O:40][CH3:41])[CH:35]=1. The yield is 0.330. (5) The reactants are [OH:1][CH2:2][CH:3]1[NH:8][CH2:7][CH2:6][N:5]([C:9]([O:11][C:12]([CH3:15])([CH3:14])[CH3:13])=[O:10])[CH2:4]1.[F:16][C:17]1[CH:18]=[C:19]([N:23]=[C:24]=[O:25])[CH:20]=[CH:21][CH:22]=1. The catalyst is O1CCCC1. The product is [F:16][C:17]1[CH:18]=[C:19]([NH:23][C:24]([N:8]2[CH2:7][CH2:6][N:5]([C:9]([O:11][C:12]([CH3:15])([CH3:14])[CH3:13])=[O:10])[CH2:4][CH:3]2[CH2:2][OH:1])=[O:25])[CH:20]=[CH:21][CH:22]=1. The yield is 0.835. (6) The reactants are [O:1]([C:8]1[CH:13]=[CH:12][C:11]([OH:14])=[CH:10][CH:9]=1)[C:2]1[CH:7]=[CH:6][CH:5]=[CH:4][CH:3]=1.[C:15]([O-])([O-])=O.[K+].[K+].CI. The catalyst is CN(C=O)C.CCOC(C)=O. The product is [CH3:15][O:14][C:11]1[CH:10]=[CH:9][C:8]([O:1][C:2]2[CH:7]=[CH:6][CH:5]=[CH:4][CH:3]=2)=[CH:13][CH:12]=1. The yield is 0.940. (7) The reactants are [OH:1][C:2]1[C:6]2[CH:7]=[C:8]([N+:11]([O-:13])=[O:12])[CH:9]=[CH:10][C:5]=2[O:4][C:3]=1[C:14]([O:16][CH2:17][CH3:18])=[O:15].[CH2:19]1CCN2C(=NCCC2)CC1.IC.Cl. The catalyst is CN(C)C=O.C(OCC)(=O)C.O. The product is [CH3:19][O:1][C:2]1[C:6]2[CH:7]=[C:8]([N+:11]([O-:13])=[O:12])[CH:9]=[CH:10][C:5]=2[O:4][C:3]=1[C:14]([O:16][CH2:17][CH3:18])=[O:15]. The yield is 0.805.